From a dataset of Full USPTO retrosynthesis dataset with 1.9M reactions from patents (1976-2016). Predict the reactants needed to synthesize the given product. (1) The reactants are: [C:1]([O:5][CH2:6][CH3:7])(=[O:4])[CH:2]=[O:3].[CH3:8][C:9]([C:11]1[CH:16]=[CH:15][C:14]([O:17][CH3:18])=[CH:13][CH:12]=1)=[O:10]. Given the product [OH:3][CH:2]([CH2:8][C:9]([C:11]1[CH:16]=[CH:15][C:14]([O:17][CH3:18])=[CH:13][CH:12]=1)=[O:10])[C:1]([O:5][CH2:6][CH3:7])=[O:4], predict the reactants needed to synthesize it. (2) Given the product [ClH:34].[Cl:34][C:26]1[CH:25]=[C:24]([C:22]2[O:21][N:20]=[C:19]([C:14]3[CH:15]=[CH:16][CH:17]=[C:18]4[C:13]=3[CH2:12][CH2:11][NH:10][CH:9]4[CH2:5][C:6]([OH:8])=[O:7])[N:23]=2)[CH:29]=[CH:28][C:27]=1[O:30][CH:31]([CH3:32])[CH3:33], predict the reactants needed to synthesize it. The reactants are: CC([CH:5]([CH:9]1[C:18]2[C:13](=[C:14]([C:19]3[N:23]=[C:22]([C:24]4[CH:29]=[CH:28][C:27]([O:30][CH:31]([CH3:33])[CH3:32])=[C:26]([Cl:34])[CH:25]=4)[O:21][N:20]=3)[CH:15]=[CH:16][CH:17]=2)[CH2:12][CH2:11][NH:10]1)[C:6]([O-:8])=[O:7])(C)C. (3) Given the product [C:1]([O:5][C:6](=[O:7])[NH:8][C@H:9]([C:10](=[O:12])[NH:37][C:32]1([C:31]#[N:36])[CH2:34][CH2:33]1)[CH2:13][C:14]1[CH:19]=[CH:18][C:17]([OH:20])=[C:16]([Cl:21])[CH:15]=1)([CH3:2])([CH3:3])[CH3:4], predict the reactants needed to synthesize it. The reactants are: [C:1]([O:5][C:6]([NH:8][C@@H:9]([CH2:13][C:14]1[CH:19]=[CH:18][C:17]([OH:20])=[C:16]([Cl:21])[CH:15]=1)[C:10]([OH:12])=O)=[O:7])([CH3:4])([CH3:3])[CH3:2].CN(C(ON1N=[N:37][C:32]2[CH:33]=[CH:34]C=[N:36][C:31]1=2)=[N+](C)C)C.F[P-](F)(F)(F)(F)F.Cl.NC1(C#N)CC1.CCN(C(C)C)C(C)C.Cl. (4) Given the product [C:1]([O:5][C:6](=[O:26])[N:7]([C:17]1[CH:22]=[C:21]([CH2:23][CH2:24][Br:28])[CH:20]=[CH:19][N:18]=1)[CH2:8][C:9]1[CH:14]=[CH:13][C:12]([O:15][CH3:16])=[CH:11][CH:10]=1)([CH3:4])([CH3:3])[CH3:2], predict the reactants needed to synthesize it. The reactants are: [C:1]([O:5][C:6](=[O:26])[N:7]([C:17]1[CH:22]=[C:21]([CH2:23][CH2:24]O)[CH:20]=[CH:19][N:18]=1)[CH2:8][C:9]1[CH:14]=[CH:13][C:12]([O:15][CH3:16])=[CH:11][CH:10]=1)([CH3:4])([CH3:3])[CH3:2].C(Br)(Br)(Br)[Br:28].C1(P(C2C=CC=CC=2)C2C=CC=CC=2)C=CC=CC=1. (5) Given the product [F:1][C:2]1[CH:10]=[C:9]2[C:5]([CH2:6][C:7](=[O:23])[N:8]2[CH:11]2[CH2:16][CH2:15][N:14]([C:17]3([CH3:22])[CH2:21][CH2:20][N:19]([C:24]([O:25][CH3:26])=[O:27])[CH2:18]3)[CH2:13][CH2:12]2)=[CH:4][CH:3]=1, predict the reactants needed to synthesize it. The reactants are: [F:1][C:2]1[CH:10]=[C:9]2[C:5]([CH2:6][C:7](=[O:23])[N:8]2[CH:11]2[CH2:16][CH2:15][N:14]([C:17]3([CH3:22])[CH2:21][CH2:20][NH:19][CH2:18]3)[CH2:13][CH2:12]2)=[CH:4][CH:3]=1.[C:24](Cl)(=[O:27])[O:25][CH3:26]. (6) Given the product [OH:17][C:11]1[CH:12]=[CH:13][CH:14]=[CH:15][C:10]=1[C:6]1[N:5]([CH2:21][CH2:22][C:23]2[CH:28]=[CH:27][CH:26]=[CH:25][CH:24]=2)[C:4](=[O:30])[C:48]([CH2:47][CH:46]([CH3:45])[CH3:51])=[C:49]([CH2:44][CH2:41][O:40][CH2:33][C:34]2[CH:35]=[CH:36][CH:37]=[CH:38][CH:39]=2)[N:7]=1, predict the reactants needed to synthesize it. The reactants are: C(C1[C:4](=[O:30])[N:5]([CH2:21][CH2:22][C:23]2[CH:28]=[CH:27][CH:26]=[CH:25][C:24]=2F)[C:6]([C:10]2[CH:15]=[CH:14][CH:13]=[C:12](F)[C:11]=2[O:17]COC)=[N:7]C=1C)C.ClC[CH:33]([O:40][CH:41]([C:44]1[CH:49]=[CH:48][CH:47]=[CH:46][CH:45]=1)CCl)[C:34]1[CH:39]=[CH:38][CH:37]=[CH:36][CH:35]=1.I[CH3:51]. (7) Given the product [Cl:14][C:15]1[CH:16]=[C:17]([CH:20]=[CH:21][CH:22]=1)[CH2:18][NH:19][C:2]1[C:3](=[O:13])[C:4]2[C:9]([C:10](=[O:12])[CH:11]=1)=[CH:8][CH:7]=[CH:6][CH:5]=2, predict the reactants needed to synthesize it. The reactants are: Br[C:2]1[C:3](=[O:13])[C:4]2[C:9]([C:10](=[O:12])[CH:11]=1)=[CH:8][CH:7]=[CH:6][CH:5]=2.[Cl:14][C:15]1[CH:16]=[C:17]([CH:20]=[CH:21][CH:22]=1)[CH2:18][NH2:19]. (8) Given the product [Cl:1][CH2:2][C:3](=[O:19])[CH2:4][CH2:5][CH2:6][CH2:7][CH2:8][CH2:9][CH2:10][O:11][C:12]([CH3:17])([CH3:18])[C:13]([O:15][CH3:16])=[O:14], predict the reactants needed to synthesize it. The reactants are: [Cl:1][CH2:2][CH:3]([OH:19])[CH2:4][CH2:5][CH2:6][CH2:7][CH2:8][CH2:9][CH2:10][O:11][C:12]([CH3:18])([CH3:17])[C:13]([O:15][CH3:16])=[O:14].CC(C)=O.OS(O)(=O)=O.O=[Cr](=O)=O.S(=O)(=O)(O)O.O.